Dataset: Full USPTO retrosynthesis dataset with 1.9M reactions from patents (1976-2016). Task: Predict the reactants needed to synthesize the given product. Given the product [CH2:1]([NH:8][CH2:9][C:10]1[CH:11]=[C:12]([CH2:26][N:27]2[CH2:28][CH2:29][O:30][CH2:31][CH2:32]2)[CH:13]=[C:14]2[C:19]=1[N:18]=[CH:17][C:16]([C:20]([NH:39][CH2:38][C:37]1[CH:40]=[CH:41][C:34]([Cl:33])=[CH:35][CH:36]=1)=[O:22])=[C:15]2[OH:25])[C:2]1[CH:3]=[CH:4][CH:5]=[CH:6][CH:7]=1, predict the reactants needed to synthesize it. The reactants are: [CH2:1]([NH:8][CH2:9][C:10]1[CH:11]=[C:12]([CH2:26][N:27]2[CH2:32][CH2:31][O:30][CH2:29][CH2:28]2)[CH:13]=[C:14]2[C:19]=1[N:18]=[CH:17][C:16]([C:20]([O:22]CC)=O)=[C:15]2[OH:25])[C:2]1[CH:7]=[CH:6][CH:5]=[CH:4][CH:3]=1.[Cl:33][C:34]1[CH:41]=[CH:40][C:37]([CH2:38][NH2:39])=[CH:36][CH:35]=1.